This data is from Full USPTO retrosynthesis dataset with 1.9M reactions from patents (1976-2016). The task is: Predict the reactants needed to synthesize the given product. The reactants are: C([O:4][CH2:5][C:6]([CH3:45])([CH3:44])[CH2:7][N:8]1[C:14]2[CH:15]=[CH:16][C:17]([Cl:19])=[CH:18][C:13]=2[C@@H:12]([C:20]2[CH:25]=[CH:24][CH:23]=[C:22]([O:26][CH3:27])[C:21]=2[O:28][CH3:29])[O:11][C@H:10]([CH2:30][C:31]2[O:32][C:33]([CH3:42])=[C:34]([CH2:36][CH2:37][C:38]([O:40]C)=[O:39])[N:35]=2)[C:9]1=[O:43])(=O)C.[OH-].[Na+].C(O)C. Given the product [Cl:19][C:17]1[CH:16]=[CH:15][C:14]2[N:8]([CH2:7][C:6]([CH3:44])([CH3:45])[CH2:5][OH:4])[C:9](=[O:43])[C@@H:10]([CH2:30][C:31]3[O:32][C:33]([CH3:42])=[C:34]([CH2:36][CH2:37][C:38]([OH:40])=[O:39])[N:35]=3)[O:11][C@H:12]([C:20]3[CH:25]=[CH:24][CH:23]=[C:22]([O:26][CH3:27])[C:21]=3[O:28][CH3:29])[C:13]=2[CH:18]=1, predict the reactants needed to synthesize it.